This data is from Catalyst prediction with 721,799 reactions and 888 catalyst types from USPTO. The task is: Predict which catalyst facilitates the given reaction. (1) Reactant: [Cl:1][C:2]1[NH:10][C:9]2[C:8](=[O:11])[N:7]([CH2:12][CH2:13][CH2:14][NH:15]C(=O)OC(C)(C)C)[C:6](=[O:23])[N:5]([CH2:24][CH2:25][CH2:26][CH2:27][CH3:28])[C:4]=2[N:3]=1.[C:29]([OH:35])([C:31]([F:34])([F:33])[F:32])=[O:30]. Product: [F:32][C:31]([F:34])([F:33])[C:29]([OH:35])=[O:30].[NH2:15][CH2:14][CH2:13][CH2:12][N:7]1[C:8](=[O:11])[C:9]2[NH:10][C:2]([Cl:1])=[N:3][C:4]=2[N:5]([CH2:24][CH2:25][CH2:26][CH2:27][CH3:28])[C:6]1=[O:23]. The catalyst class is: 2. (2) Product: [Cl:38][C:37]1[CH:36]=[CH:35][CH:34]=[C:33]([Cl:39])[C:32]=1[C:25]1[C:24]([CH2:23][O:1][C:2]2[CH:7]=[CH:6][C:5]([C:8]3[CH:9]=[C:10]4[C:15](=[CH:16][CH:17]=3)[N:14]=[C:13]([C:18]([O:20][CH3:21])=[O:19])[CH:12]=[CH:11]4)=[CH:4][CH:3]=2)=[C:28]([CH:29]([CH3:31])[CH3:30])[O:27][N:26]=1. The catalyst class is: 3. Reactant: [OH:1][C:2]1[CH:7]=[CH:6][C:5]([C:8]2[CH:9]=[C:10]3[C:15](=[CH:16][CH:17]=2)[N:14]=[C:13]([C:18]([O:20][CH3:21])=[O:19])[CH:12]=[CH:11]3)=[CH:4][CH:3]=1.Cl[CH2:23][C:24]1[C:25]([C:32]2[C:37]([Cl:38])=[CH:36][CH:35]=[CH:34][C:33]=2[Cl:39])=[N:26][O:27][C:28]=1[CH:29]([CH3:31])[CH3:30].C(=O)([O-])[O-].[Cs+].[Cs+].O. (3) Reactant: CC([O-])(C)C.[Na+].[C:7]([O:11][C:12]([N:14]1[CH2:18][C@@H:17]([C:19]2[CH:24]=[CH:23][CH:22]=[C:21]([CH:25]([CH3:27])[CH3:26])[CH:20]=2)[C@H:16]([CH2:28][NH:29][C:30]2[CH:35]=[CH:34][C:33]([Cl:36])=[CH:32][CH:31]=2)[CH2:15]1)=[O:13])([CH3:10])([CH3:9])[CH3:8].Br[C:38]1[CH:43]=[CH:42][CH:41]=[CH:40][CH:39]=1. Product: [C:7]([O:11][C:12]([N:14]1[CH2:18][C@@H:17]([C:19]2[CH:24]=[CH:23][CH:22]=[C:21]([CH:25]([CH3:27])[CH3:26])[CH:20]=2)[C@H:16]([CH2:28][N:29]([C:30]2[CH:31]=[CH:32][C:33]([Cl:36])=[CH:34][CH:35]=2)[C:38]2[CH:43]=[CH:42][CH:41]=[CH:40][CH:39]=2)[CH2:15]1)=[O:13])([CH3:9])([CH3:10])[CH3:8]. The catalyst class is: 11.